The task is: Predict which catalyst facilitates the given reaction.. This data is from Catalyst prediction with 721,799 reactions and 888 catalyst types from USPTO. (1) Reactant: [Cl:1][C:2]1[CH:3]=[C:4]([O:13][CH2:14][C:15]23[CH2:22][CH2:21][C:18]([C:23](OC)=[O:24])([CH2:19][CH2:20]2)[CH2:17][CH2:16]3)[C:5]2[O:9][C:8]([CH3:11])([CH3:10])[CH2:7][C:6]=2[CH:12]=1.[H-].[H-].[H-].[H-].[Li+].[Al+3]. Product: [Cl:1][C:2]1[CH:3]=[C:4]([O:13][CH2:14][C:15]23[CH2:20][CH2:19][C:18]([CH2:23][OH:24])([CH2:21][CH2:22]2)[CH2:17][CH2:16]3)[C:5]2[O:9][C:8]([CH3:10])([CH3:11])[CH2:7][C:6]=2[CH:12]=1. The catalyst class is: 1. (2) Reactant: [CH3:1][O:2][C:3]1[CH:4]=[C:5]([CH:9]=[CH:10][CH:11]=1)[C:6]([OH:8])=O.C(Cl)(=O)C(Cl)=O.O1CCCC1.[NH2:23][C:24]1[CH:25]=[C:26]([CH:43]=[CH:44][CH:45]=1)[O:27][C:28]1[CH:29]=[CH:30][C:31]2[N:32]([CH:34]=[C:35]([NH:37][C:38]([CH:40]3[CH2:42][CH2:41]3)=[O:39])[N:36]=2)[N:33]=1. Product: [CH:40]1([C:38]([NH:37][C:35]2[N:36]=[C:31]3[CH:30]=[CH:29][C:28]([O:27][C:26]4[CH:25]=[C:24]([NH:23][C:6](=[O:8])[C:5]5[CH:9]=[CH:10][CH:11]=[C:3]([O:2][CH3:1])[CH:4]=5)[CH:45]=[CH:44][CH:43]=4)=[N:33][N:32]3[CH:34]=2)=[O:39])[CH2:41][CH2:42]1. The catalyst class is: 637. (3) Product: [C:14]([NH:13][C@H:10]1[CH2:9][C@@H:8]([NH:18][C:19](=[O:21])[CH3:20])[C@@H:7]([N:4]2[CH2:5][CH2:6][C@H:2]([NH:1][C:24]3[C:33]4[C:28](=[CH:29][CH:30]=[C:31]([C:34]([F:36])([F:37])[F:35])[CH:32]=4)[N:27]=[CH:26][N:25]=3)[C:3]2=[O:22])[CH2:12][CH2:11]1)([CH3:17])([CH3:15])[CH3:16]. The catalyst class is: 41. Reactant: [NH2:1][C@H:2]1[CH2:6][CH2:5][N:4]([C@H:7]2[CH2:12][CH2:11][C@@H:10]([NH:13][C:14]([CH3:17])([CH3:16])[CH3:15])[CH2:9][C@H:8]2[NH:18][C:19](=[O:21])[CH3:20])[C:3]1=[O:22].Cl[C:24]1[C:33]2[C:28](=[CH:29][CH:30]=[C:31]([C:34]([F:37])([F:36])[F:35])[CH:32]=2)[N:27]=[CH:26][N:25]=1.